This data is from In vitro SARS-CoV-2 activity screen of 1,480 approved drugs from Prestwick library. The task is: Binary Classification. Given a drug SMILES string, predict its activity (active/inactive) in a high-throughput screening assay against a specified biological target. The compound is CC1=NN(c2ccccc2)C(=O)C1. The result is 0 (inactive).